Task: Regression. Given two drug SMILES strings and cell line genomic features, predict the synergy score measuring deviation from expected non-interaction effect.. Dataset: Merck oncology drug combination screen with 23,052 pairs across 39 cell lines (1) Drug 1: C#Cc1cccc(Nc2ncnc3cc(OCCOC)c(OCCOC)cc23)c1. Drug 2: CCc1cnn2c(NCc3ccc[n+]([O-])c3)cc(N3CCCCC3CCO)nc12. Cell line: RPMI7951. Synergy scores: synergy=8.34. (2) Drug 1: N#Cc1ccc(Cn2cncc2CN2CCN(c3cccc(Cl)c3)C(=O)C2)cc1. Drug 2: O=C(CCCCCCC(=O)Nc1ccccc1)NO. Cell line: SW837. Synergy scores: synergy=2.83. (3) Drug 1: O=C(CCCCCCC(=O)Nc1ccccc1)NO. Drug 2: CC1(c2nc3c(C(N)=O)cccc3[nH]2)CCCN1. Cell line: SW620. Synergy scores: synergy=1.57.